From a dataset of Forward reaction prediction with 1.9M reactions from USPTO patents (1976-2016). Predict the product of the given reaction. (1) Given the reactants [Cl:1][C:2]1[N:7]=[CH:6][C:5]([C:8]([OH:10])=O)=[CH:4][C:3]=1[I:11].CN(C=O)C.O=S(Cl)Cl.CCN(C(C)C)C(C)C.[Cl:30][C:31]([F:41])([F:40])[O:32][C:33]1[CH:39]=[CH:38][C:36]([NH2:37])=[CH:35][CH:34]=1, predict the reaction product. The product is: [Cl:1][C:2]1[C:3]([I:11])=[CH:4][C:5]([C:8]([NH:37][C:36]2[CH:38]=[CH:39][C:33]([O:32][C:31]([Cl:30])([F:40])[F:41])=[CH:34][CH:35]=2)=[O:10])=[CH:6][N:7]=1. (2) Given the reactants Cl[C:2]1[N:3]=[C:4]([N:24]2[CH2:29][CH2:28][O:27][CH2:26][CH2:25]2)[C:5]2[N:11]=[C:10]([C:12]([N:14]3[CH2:19][CH2:18][CH:17]([C:20]([OH:23])([CH3:22])[CH3:21])[CH2:16][CH2:15]3)=[O:13])[CH:9]=[CH:8][C:6]=2[N:7]=1.[Si]([N:37]1[C:45]2[C:40](=[C:41](B3OC(C)(C)C(C)(C)O3)[C:42]([F:46])=[CH:43][CH:44]=2)[CH:39]=[CH:38]1)(C(C)(C)C)(C)C, predict the reaction product. The product is: [F:46][C:42]1[C:41]([C:2]2[N:3]=[C:4]([N:24]3[CH2:29][CH2:28][O:27][CH2:26][CH2:25]3)[C:5]3[N:11]=[C:10]([C:12]([N:14]4[CH2:19][CH2:18][CH:17]([C:20]([OH:23])([CH3:22])[CH3:21])[CH2:16][CH2:15]4)=[O:13])[CH:9]=[CH:8][C:6]=3[N:7]=2)=[C:40]2[C:45](=[CH:44][CH:43]=1)[NH:37][CH:38]=[CH:39]2. (3) Given the reactants C1C2C(COC([NH:18][C@@H:19]([CH:46]([CH3:48])[CH3:47])[C:20]([NH:22][C@@H:23]([CH2:34][CH2:35][CH2:36][CH2:37][NH:38][C:39]([O:41][C:42]([CH3:45])([CH3:44])[CH3:43])=[O:40])[C:24]([O:26][CH2:27][C:28]3[CH:33]=[CH:32][CH:31]=[CH:30][CH:29]=3)=[O:25])=[O:21])=O)C3C(=CC=CC=3)C=2C=CC=1.N1CCCCC1, predict the reaction product. The product is: [NH2:18][C@@H:19]([CH:46]([CH3:48])[CH3:47])[C:20]([NH:22][C@@H:23]([CH2:34][CH2:35][CH2:36][CH2:37][NH:38][C:39]([O:41][C:42]([CH3:44])([CH3:43])[CH3:45])=[O:40])[C:24]([O:26][CH2:27][C:28]1[CH:29]=[CH:30][CH:31]=[CH:32][CH:33]=1)=[O:25])=[O:21]. (4) Given the reactants [F:1][C:2]([F:31])([F:30])[C:3]1[CH:4]=[C:5]([CH:23]=[C:24]([C:26]([F:29])([F:28])[F:27])[CH:25]=1)[CH2:6][N:7]1[CH2:14][CH2:13][CH2:12][NH:11][C:10]2[N:15]=[C:16]([S:20][CH3:21])[N:17]=[C:18](Cl)[C:9]=2[C:8]1=[O:22].[CH3:32][O:33][C:34]1[CH:39]=[CH:38][CH:37]=[CH:36][C:35]=1OB(O)O, predict the reaction product. The product is: [F:1][C:2]([F:31])([F:30])[C:3]1[CH:4]=[C:5]([CH:23]=[C:24]([C:26]([F:29])([F:28])[F:27])[CH:25]=1)[CH2:6][N:7]1[CH2:14][CH2:13][CH2:12][NH:11][C:10]2[N:15]=[C:16]([S:20][CH3:21])[N:17]=[C:18]([C:35]3[CH:36]=[CH:37][CH:38]=[CH:39][C:34]=3[O:33][CH3:32])[C:9]=2[C:8]1=[O:22]. (5) Given the reactants [Br:1][C:2]1[CH:3]=[C:4]2[C:9](=[CH:10][CH:11]=1)[C:8]([CH2:12][N:13]1[C:19](=[O:20])[C@@H:18]([NH:21][C:22](=[O:28])OC(C)(C)C)[C@H:17]([CH3:29])[N:16]([C:30](=[O:36])[CH2:31][S:32]([CH3:35])(=[O:34])=[O:33])[C:15]3[CH:37]=[CH:38][CH:39]=[CH:40][C:14]1=3)=[C:7]([O:41][CH3:42])[CH:6]=[CH:5]2.[C:43]([N:50]([CH3:56])[C@H:51](C(O)=O)[CH3:52])([O:45][C:46]([CH3:49])([CH3:48])[CH3:47])=[O:44].C(N(CC)C(C)C)(C)C.CN(C(ON1N=NC2C=CC=CC1=2)=[N+](C)C)C.F[P-](F)(F)(F)(F)F, predict the reaction product. The product is: [Br:1][C:2]1[CH:3]=[C:4]2[C:9](=[CH:10][CH:11]=1)[C:8]([CH2:12][N:13]1[C:19](=[O:20])[C@@H:18]([NH:21][C:22](=[O:28])[C@@H:51]([N:50]([CH3:56])[C:43](=[O:44])[O:45][C:46]([CH3:48])([CH3:47])[CH3:49])[CH3:52])[C@H:17]([CH3:29])[N:16]([C:30](=[O:36])[CH2:31][S:32]([CH3:35])(=[O:33])=[O:34])[C:15]3[CH:37]=[CH:38][CH:39]=[CH:40][C:14]1=3)=[C:7]([O:41][CH3:42])[CH:6]=[CH:5]2. (6) Given the reactants Cl[SiH:2]1[N:6]([CH:7]([CH3:9])[CH3:8])[CH:5]=[CH:4][N:3]1[CH:10]([CH3:12])[CH3:11].[NH3:13], predict the reaction product. The product is: [NH2:13][SiH:2]1[N:6]([CH:7]([CH3:9])[CH3:8])[CH:5]=[CH:4][N:3]1[CH:10]([CH3:12])[CH3:11].